This data is from Experimentally validated miRNA-target interactions with 360,000+ pairs, plus equal number of negative samples. The task is: Binary Classification. Given a miRNA mature sequence and a target amino acid sequence, predict their likelihood of interaction. (1) The miRNA is hsa-miR-221-3p with sequence AGCUACAUUGUCUGCUGGGUUUC. The protein sequence of the target gene is MAEESRKPSAPSPPDQTPEEDLVIVKVEEDHGWDQESSLHESNPLGQEVFRLRFRQLRYQETLGPREALIQLRALCHQWLRPDLNTKEQILELLVLEQFLTILPEELQTLVKEHQLENGEEVVTLLEDLERQIDILGRPVSARVHGHRVLWEEVVHSASAPEPPNTQLQSEATQHKSPVPQESQERAMSTSQSPTRSQKGSSGDQEMTATLLTAGFQTLEKIEDMAVSLIREEWLLDPSQKDLCRDNRPENFRNMFSLGGETRSENRELASKQVISTGIQPHGETAAKCNGDVIRGLEHE.... Result: 1 (interaction). (2) The miRNA is hsa-miR-548t-3p with sequence AAAAACCACAAUUACUUUUGCACCA. The protein sequence of the target gene is MVLESTMVCVDNSEYMRNGDFLPTRLQAQQDAVNIVCHSKTRSNPENNVGLITLANDCEVLTTLTPDTGRILSKLHTVQPKGKITFCTGIRVAHLALKHRQGKNHKMRIIAFVGSPVEDNEKDLVKLAKRLKKEKVNVDIINFGEEEVNTEKLTAFVNTLNGKDGTGSHLVTVPPGPSLADALISSPILAGEGGAMLGLGASDFEFGVDPSADPELALALRVSMEEQRQRQEEEARRAAAASAAEAGIATTGTEDSDDALLKMTISQQEFGRTGLPDLSSMTEEEQIAYAMQMSLQGAEF.... Result: 0 (no interaction). (3) The miRNA is mmu-miR-7b-5p with sequence UGGAAGACUUGUGAUUUUGUUGUU. The protein sequence of the target gene is MDSVEEPQKKVFKARKTMRASDRQQLDAVHRVKGELLRADGKLLNGSHENGDLDPTSPLENTDCIQDREEVNGIDGICFQSEESTTEWKETPCMPNVAVKNKQEDLNSEALSPSITCDLSSRVTTEPGSGSPASDNPGCGTPVSDNPASDNPASDNPASDNPDSGDLAAGELATTVQATGDSACEEPPSSDPSSSDPTSSEPSSSEPTCSEPISGDPVSEEAASHDLVSGDSTCSEPVSGEPVSHEAASSEPATSEPASDEPVARVVAACELAPGESALDDCAPSGDSQSDEPPSSEDSL.... Result: 1 (interaction). (4) The miRNA is hsa-miR-409-5p with sequence AGGUUACCCGAGCAACUUUGCAU. The protein sequence of the target gene is MGSWTPRSPRSPLHAVLLRWGPRRLPPLLPLLLLLWPPPLQVGGFNLDAEAPAVLSGPPGSLFGFSVEFYRPGRDGVSVLVGAPKANTSQPGVLQGGAVYVCPWGTSPIQCTTIQFDSKGSRILESSLYSAKGEEPVEYKSLQWFGATVRAHGSSILACAPLYSWRTEKDPQNDPVGTCYLSTENFTRILEYAPCRSDFGSAAGQGYCQGGFSAEFTKTGRVVLGGPGSYFWQGQILSATQEQISESYYPEYLINPVQGQLQTRQASSVYDDSYLGYSVAVGEFSGDDTEDFVAGVPKGN.... Result: 0 (no interaction). (5) The miRNA is mmu-miR-338-3p with sequence UCCAGCAUCAGUGAUUUUGUUG. The protein sequence of the target gene is MRVFLPVLLAALLGMEQVHSLMCFSCTDQKNNINCLWPVSCQEKDHYCITLSAAAGFGNVNLGYTLNKGCSPICPSENVNLNLGVASVNSYCCQSSFCNFSAAGLGLRASIPLLGLGLLLSLLALLQLSP. Result: 1 (interaction). (6) The miRNA is hsa-miR-1910-5p with sequence CCAGUCCUGUGCCUGCCGCCU. The protein sequence of the target gene is MDGEDIPDFSSLKEETAYWKELSLKYKQSFQEARDELVEFQEGSRELEAELEAQLVQAEQRNRDLQADNQRLKYEVEALKEKLEHQYAQSYKQVSVLEDDLSQTRAIKEQLHKYVRELEQANDDLERAKRATIVSLEDFEQRLNQAIERNAFLESELDEKESLLVSVQRLKDEARDLRQELAVRERQQEVTRKSAPSSPTLDCEKMDSAVQASLSLPATPVGKGTENTFPSPKAIPNGFGTSPLTPSARISALNIVGDLLRKVGALESKLAACRNFAKDQASRKSYISGNVNCGVLNGNG.... Result: 1 (interaction). (7) The miRNA is mmu-miR-344e-3p with sequence GAUAUAACCAAAGCCUGACUAU. The protein sequence of the target gene is MPKAKSAASSRRRDRQEQRRELKRAGGLMFNTGIGQHILKNPLIVNSIIDKAALRPTDVVLEVGPGTGNMTVKLLEKAKKVVACELDPRLVAELHKRVQGTPLASKLQVLVGDVLKSDLPFFDACVANLPYQISSPFVFKLLLHRPFFRCAILMFQREFALRLVAKPGDKLYCRLSINTQLLARVDHLMKVGKNNFRPPPKVESSVVRIEPKNPPPPINFQEWDGLVRITFVRKNKTLSAAFKSSAVQQLLEKNYRIHCSVQNTVIPEDFSIADKIQQILTSTGFSDKRARSMDIDDFIR.... Result: 1 (interaction). (8) The miRNA is hsa-miR-202-5p with sequence UUCCUAUGCAUAUACUUCUUUG. Result: 0 (no interaction). The protein sequence of the target gene is MTAEGPSPPARWHRRLPGLWAAALLLLGLPRLSVRADGKFFVLESQNGSQGLQLEAARLSCKSRGAHLASADELRRVVQDCSFAVCTTGWLADGTLGTTVCSKGSGEQQIMRAVDVRIESNPVPGGTYSALCIKDEEKPCGDPPSFPHTILQGRTGLEMGDELLYVCAPGHIMGHRETAFTLLCNSCGEWYGLVQACGKDEAEAHIDYEDNFPDDRSVSFRELMEDSRTEADEDRGQGDSSEEAPKQDRLVSISVGRENIARDKVFVPTTGLPGAGSSVPADSPGSRLLQKHLFWFPAEA....